From a dataset of HIV replication inhibition screening data with 41,000+ compounds from the AIDS Antiviral Screen. Binary Classification. Given a drug SMILES string, predict its activity (active/inactive) in a high-throughput screening assay against a specified biological target. (1) The drug is O=S1(=O)CC2C(C1)C1(c3ccccc3)OC2(c2ccccc2)c2ccccc21. The result is 0 (inactive). (2) The result is 0 (inactive). The drug is COc1ccccc1C=C1Cc2ccccc2C1=O. (3) The drug is CC1=C(OCCCl)C2CC1C1C(=O)N(c3ccccc3)C(=O)C21. The result is 0 (inactive). (4) The compound is O=C(CN1CCOCC1)CC(O)(C(F)(F)F)C(F)(F)F. The result is 0 (inactive). (5) The compound is O=C1c2ccccc2C(=O)C2C3c4ccccc4C(c4ccccc43)C12. The result is 0 (inactive). (6) The molecule is O=c1cccc2n1CC1CC2CN2CCCCC12. The result is 0 (inactive). (7) The molecule is CC(C)(CNC(=O)C(Cl)=C(Cl)C(=O)O)CNC(=O)C(Cl)=C(Cl)C(=O)O. The result is 0 (inactive).